This data is from Full USPTO retrosynthesis dataset with 1.9M reactions from patents (1976-2016). The task is: Predict the reactants needed to synthesize the given product. (1) Given the product [CH:28]1([NH:31][C:25]([C:21]2[CH:22]=[C:23]3[C:18](=[CH:19][CH:20]=2)[N:17]=[CH:16][C:15]([NH:14][S:11]([C:4]2[CH:5]=[C:6]([O:9][CH3:10])[CH:7]=[CH:8][C:3]=2[O:2][CH3:1])(=[O:12])=[O:13])=[CH:24]3)=[O:27])[CH2:30][CH2:29]1, predict the reactants needed to synthesize it. The reactants are: [CH3:1][O:2][C:3]1[CH:8]=[CH:7][C:6]([O:9][CH3:10])=[CH:5][C:4]=1[S:11]([NH:14][C:15]1[CH:16]=[N:17][C:18]2[C:23]([CH:24]=1)=[CH:22][C:21]([C:25]([OH:27])=O)=[CH:20][CH:19]=2)(=[O:13])=[O:12].[CH:28]1([NH-:31])[CH2:30][CH2:29]1.CCN(CC)CC.CN(C(ON1N=NC2C=CC=NC1=2)=[N+](C)C)C.F[P-](F)(F)(F)(F)F. (2) Given the product [C:1]1([N:7]=[C:8]([S:11][CH3:12])[CH:9]=[CH:10][S:20][C:17]2[CH:18]=[CH:19][C:14]([CH3:13])=[CH:15][CH:16]=2)[CH:6]=[CH:5][CH:4]=[CH:3][CH:2]=1, predict the reactants needed to synthesize it. The reactants are: [C:1]1([N:7]=[C:8]([S:11][CH3:12])[C:9]#[CH:10])[CH:6]=[CH:5][CH:4]=[CH:3][CH:2]=1.[CH3:13][C:14]1[CH:19]=[CH:18][C:17]([SH:20])=[CH:16][CH:15]=1. (3) Given the product [C:2](#[N:1])[C:10]1[C:15](=[CH:3][CH:4]=[CH:5][CH:6]=1)[C:14]#[N:16], predict the reactants needed to synthesize it. The reactants are: [NH2:1][C:2]1[CH:3]=[C:4](C(O)=O)[CH:5]=[C:6]([CH:10]=1)C(O)=O.[C:14](#[N:16])[CH3:15]. (4) Given the product [CH3:9][NH:8][C:6]([C:5]1[CH:4]=[C:3](/[CH:1]=[CH:20]/[C:21]([O:23][CH3:24])=[O:22])[CH:12]=[CH:11][CH:10]=1)=[O:7], predict the reactants needed to synthesize it. The reactants are: [CH:1]([C:3]1[CH:4]=[C:5]([CH:10]=[CH:11][CH:12]=1)[C:6]([NH:8][CH3:9])=[O:7])=O.C1(P(C2C=CC=CC=2)(C2C=CC=CC=2)=[CH:20][C:21]([O:23][CH3:24])=[O:22])C=CC=CC=1. (5) Given the product [CH2:12]([N:14]([CH2:18][CH3:19])[C:15]([N:3]1[C:11]2[C:6](=[CH:7][CH:8]=[CH:9][CH:10]=2)[CH:5]=[CH:4]1)=[O:16])[CH3:13], predict the reactants needed to synthesize it. The reactants are: [H-].[Na+].[NH:3]1[C:11]2[C:6](=[CH:7][CH:8]=[CH:9][CH:10]=2)[CH:5]=[CH:4]1.[CH2:12]([N:14]([CH2:18][CH3:19])[C:15](Cl)=[O:16])[CH3:13].O. (6) The reactants are: [CH2:1]([C:3]1[CH:8]=[C:7]([CH3:9])[NH:6][C:5](=[O:10])[C:4]=1[C:11]#[N:12])[CH3:2].C(N(CC)CC)C.[C:20](O[C:20]([O:22][C:23]([CH3:26])([CH3:25])[CH3:24])=[O:21])([O:22][C:23]([CH3:26])([CH3:25])[CH3:24])=[O:21]. Given the product [CH2:1]([C:3]1[CH:8]=[C:7]([CH3:9])[NH:6][C:5](=[O:10])[C:4]=1[CH2:11][NH:12][C:20](=[O:21])[O:22][C:23]([CH3:26])([CH3:25])[CH3:24])[CH3:2], predict the reactants needed to synthesize it. (7) Given the product [CH3:41][O:40][C:10]1[CH:11]=[C:12]2[C:17](=[CH:18][C:9]=1[O:8][CH2:1][CH2:2][O:47][CH3:46])[N:16]=[CH:15][CH:14]=[C:13]2[O:19][C:20]1[CH:25]=[CH:24][C:23]([NH:26][C:27]([NH:29][C:30]2[CH:35]=[CH:34][CH:33]=[CH:32][C:31]=2[O:36][CH3:37])=[O:28])=[C:22]([CH3:38])[C:21]=1[CH3:39], predict the reactants needed to synthesize it. The reactants are: [CH2:1]([O:8][C:9]1[CH:18]=[C:17]2[C:12]([C:13]([O:19][C:20]3[CH:25]=[CH:24][C:23]([NH:26][C:27]([NH:29][C:30]4[CH:35]=[CH:34][CH:33]=[CH:32][C:31]=4[O:36][CH3:37])=[O:28])=[C:22]([CH3:38])[C:21]=3[CH3:39])=[CH:14][CH:15]=[N:16]2)=[CH:11][C:10]=1[O:40][CH3:41])[C:2]1C=CC=CC=1.[H][H].CN(C)[CH:46]=[O:47]. (8) Given the product [C:1]([O:16][CH:17]([CH2:20][O:21][C:22](=[O:36])[CH2:23][CH2:24][CH2:25][CH2:26][CH2:27][CH2:28][CH2:29][CH2:30][CH2:31][CH2:32][CH2:33][CH2:34][CH3:35])[CH2:18][OH:19])(=[O:15])[CH2:2][CH2:3][CH2:4][CH2:5][CH2:6][CH2:7][CH2:8][CH2:9][CH2:10][CH2:11][CH2:12][CH2:13][CH3:14].[S:43]([C:40]1[CH:41]=[CH:42][C:37]([CH3:47])=[CH:38][CH:39]=1)([O-:15])(=[O:45])=[O:44], predict the reactants needed to synthesize it. The reactants are: [C:1]([O:16][CH:17]([CH2:20][O:21][C:22](=[O:36])[CH2:23][CH2:24][CH2:25][CH2:26][CH2:27][CH2:28][CH2:29][CH2:30][CH2:31][CH2:32][CH2:33][CH2:34][CH3:35])[CH2:18][OH:19])(=[O:15])[CH2:2][CH2:3][CH2:4][CH2:5][CH2:6][CH2:7][CH2:8][CH2:9][CH2:10][CH2:11][CH2:12][CH2:13][CH3:14].[C:37]1([CH3:47])[CH:42]=[CH:41][C:40]([S:43](Cl)(=[O:45])=[O:44])=[CH:39][CH:38]=1.Cl. (9) Given the product [CH2:5]([O:4][C:1](=[O:3])[CH2:2][O:11][C:10]1[CH:12]=[CH:13][CH:14]=[CH:15][C:9]=1[C:8]([O:17][CH3:18])=[O:16])[CH3:6], predict the reactants needed to synthesize it. The reactants are: [C:1]([O:4][CH2:5][CH2:6]Cl)(=[O:3])[CH3:2].[C:8]([O:17][CH3:18])(=[O:16])[C:9]1[C:10](=[CH:12][CH:13]=[CH:14][CH:15]=1)[OH:11].C([O-])([O-])=O.[K+].[K+].